From a dataset of Forward reaction prediction with 1.9M reactions from USPTO patents (1976-2016). Predict the product of the given reaction. Given the reactants CN(C)C=O.[I:6][C:7]1[CH:8]=[N:9][NH:10][CH:11]=1.Cl.[CH3:13][N:14]([CH3:18])[CH2:15][CH2:16]Cl.C(=O)([O-])[O-].[K+].[K+], predict the reaction product. The product is: [I:6][C:7]1[CH:8]=[N:9][N:10]([CH2:16][CH2:15][N:14]([CH3:18])[CH3:13])[CH:11]=1.